Task: Binary Classification. Given a miRNA mature sequence and a target amino acid sequence, predict their likelihood of interaction.. Dataset: Experimentally validated miRNA-target interactions with 360,000+ pairs, plus equal number of negative samples (1) The miRNA is hsa-miR-1-3p with sequence UGGAAUGUAAAGAAGUAUGUAU. The protein sequence of the target gene is MERAESSSTEPAKAIKPIDRKSVHQICSGQVVLSLSTAVKELVENSLDAGATNIDLKLKDYGVDLIEVSDNGCGVEEENFEGLTLKHHTSKIQEFADLTQVETFGFRGEALSSLCALSDVTISTCHASAKVGTRLMFDHNGKIIQKTPYPRPRGTTVSVQQLFSTLPVRHKEFQRNIKKEYAKMVQVLHAYCIISAGIRVSCTNQLGQGKRQPVVCTGGSPSIKENIGSVFGQKQLQSLIPFVQLPPSDSVCEEYGLSCSDALHNLFYISGFISQCTHGVGRSSTDRQFFFINRRPCDPA.... Result: 0 (no interaction). (2) The miRNA is hsa-miR-378b with sequence ACUGGACUUGGAGGCAGAA. The protein sequence of the target gene is MVSLPRLCALWGCLLTAVHLGQCVTCSDKQYLHDGQCCDLCQPGSRLTSHCTALEKTQCHPCDSGEFSAQWNREIRCHQHRHCEPNQGLRVKKEGTAESDTVCTCKEGQHCTSKDCEACAQHTPCIPGFGVMEMATETTDTVCHPCPVGFFSNQSSLFEKCYPWTSCEDKNLEVLQKGTSQTNVICGLKSRMRALLVIPVVMGILITIFGVFLYIKKVVKKPKDNEILPPAARRQDPQEMEDYPGHNTAAPVQETLHGCQPVTQEDGKESRISVQERQVTDSIALRPLV. Result: 0 (no interaction). (3) The miRNA is mmu-miR-669c-3p with sequence UACACACACACACACAAGUAAA. The protein sequence of the target gene is MEDEFFGEKSFQHYCAEFIRHSQQIGDGWEWRTAKECSDGYMCKTQFRIKNEASTPHVGTPASVLTCLPTEENLELPMDDSEVTRPAAVAEVIKHEYHVLYSCSYQVPVLYFRASFLDGRPLALEDIWEGVHECYKPRLLQGPWDTITQQEHPILGQPFFVLHPCKTNEFMTAVLKNSQKINRNVNYITSWLSLVGPVVGLNLPLSYAKATSQSE. Result: 1 (interaction). (4) The miRNA is hsa-miR-5706 with sequence UUCUGGAUAACAUGCUGAAGCU. The protein sequence of the target gene is MSRHHSRFERDYRVGWDRREWSVNGTHGTTSICSVTSGAGGGTASSLSVRPGLLPLPVVPSRLPTPATAPAPCTTGSSEAITSLVASSASAVTTKAPGISKGDSQSQGLATSIRWGQTPINQSTPWDTDEPPSKQMRESDNPGTGPWVTTVAAGNQPTLIAHSYGVAQPPTFSPAVNVQAPVIGVTPSLPPHVGPQLPLMPGHYSLPQPPSQPLSSVVVNMPAQALYASPQPLAVSTLPGVGQVARPGPTAVGNGHMAGPLLPPPPPAQPSATLPSGAPATNGPPTTDSAHGLQMLRTIG.... Result: 0 (no interaction).